Dataset: TCR-epitope binding with 47,182 pairs between 192 epitopes and 23,139 TCRs. Task: Binary Classification. Given a T-cell receptor sequence (or CDR3 region) and an epitope sequence, predict whether binding occurs between them. (1) The epitope is FLNRFTTTL. The TCR CDR3 sequence is CASSGAEKTDYEQYF. Result: 1 (the TCR binds to the epitope). (2) The epitope is YLNTLTLAV. The TCR CDR3 sequence is CASSSPVEGEQFF. Result: 1 (the TCR binds to the epitope). (3) The epitope is MLNIPSINV. The TCR CDR3 sequence is CASSLAGLAGRTYEQYF. Result: 0 (the TCR does not bind to the epitope). (4) The epitope is KLVALGINAV. The TCR CDR3 sequence is CASSPRTSGGGEQYF. Result: 0 (the TCR does not bind to the epitope). (5) The epitope is TSDLATNNLVVMAY. The TCR CDR3 sequence is CASSSGGLGDTEAFF. Result: 1 (the TCR binds to the epitope). (6) The epitope is PKYVKQNTLKLAT. The TCR CDR3 sequence is CASSFFSYEQYF. Result: 1 (the TCR binds to the epitope). (7) The epitope is VTEHDTLLY. The TCR CDR3 sequence is CASSPGPGAGYGYTF. Result: 1 (the TCR binds to the epitope).